This data is from Full USPTO retrosynthesis dataset with 1.9M reactions from patents (1976-2016). The task is: Predict the reactants needed to synthesize the given product. (1) Given the product [C:3]([O:7][C:8](=[O:16])[NH:9][C@H:10]1[CH2:14][CH2:13][N:12]([CH2:36][C:27]2[N:26]([S:23]([C:17]3[CH:22]=[CH:21][CH:20]=[CH:19][CH:18]=3)(=[O:25])=[O:24])[C:34]3[CH:33]=[CH:32][N:31]=[C:30]([Cl:35])[C:29]=3[CH:28]=2)[C:11]1=[O:15])([CH3:6])([CH3:4])[CH3:5], predict the reactants needed to synthesize it. The reactants are: [H-].[Na+].[C:3]([O:7][C:8](=[O:16])[NH:9][C@H:10]1[CH2:14][CH2:13][NH:12][C:11]1=[O:15])([CH3:6])([CH3:5])[CH3:4].[C:17]1([S:23]([N:26]2[C:34]3[CH:33]=[CH:32][N:31]=[C:30]([Cl:35])[C:29]=3[CH:28]=[C:27]2[CH2:36]Br)(=[O:25])=[O:24])[CH:22]=[CH:21][CH:20]=[CH:19][CH:18]=1. (2) Given the product [CH:23]12[CH2:24][CH:25]([CH:27]=[CH:28]1)[CH2:26][CH:21]2[CH2:42][O:5][C:4](=[O:6])[C:3]1[C:7]([F:17])=[CH:8][CH:9]=[C:10]([C:11]2[CH:16]=[CH:15][CH:14]=[CH:13][N:12]=2)[C:2]=1[F:1], predict the reactants needed to synthesize it. The reactants are: [F:1][C:2]1[C:10]([C:11]2[CH:16]=[CH:15][CH:14]=[CH:13][N:12]=2)=[CH:9][CH:8]=[C:7]([F:17])[C:3]=1[C:4]([OH:6])=[O:5].CN([C:21]1[CH:26]=[CH:25][CH:24]=[CH:23]N=1)C.[CH:27]1(N=C=NC2CCCCC2)CCCC[CH2:28]1.[CH2:42]1COCC1. (3) Given the product [CH2:14]([C:10]1[S:9][C:8]([C:5]2[CH:6]=[CH:7][C:2]([C:22]#[N:23])=[CH:3][CH:4]=2)=[N:12][CH:11]=1)[CH2:15][CH2:16][CH2:17][CH2:18][CH2:19][CH2:20][CH3:21], predict the reactants needed to synthesize it. The reactants are: Br[C:2]1[CH:7]=[CH:6][C:5]([C:8]2[S:9][CH:10]([CH2:14][CH2:15][CH2:16][CH2:17][CH2:18][CH2:19][CH2:20][CH3:21])[CH:11](O)[N:12]=2)=[CH:4][CH:3]=1.[C:22]([Cu])#[N:23]. (4) Given the product [F:40][C:35]1[CH:36]=[C:37]([F:39])[CH:38]=[C:2]([F:1])[C:3]=1[CH2:4][N:5]1[C:13]([C:14]2[CH:15]=[CH:16][C:17]([N:20]3[CH2:25][CH2:24][CH2:23][C@H:22]([CH2:26][C:27]([OH:29])=[O:28])[CH2:21]3)=[CH:18][CH:19]=2)=[C:12]2[C:7]([C:8]([C:31]([F:34])([F:32])[F:33])=[CH:9][CH:10]=[CH:11]2)=[N:6]1, predict the reactants needed to synthesize it. The reactants are: [F:1][C:2]1[CH:38]=[C:37]([F:39])[CH:36]=[C:35]([F:40])[C:3]=1[CH2:4][N:5]1[C:13]([C:14]2[CH:19]=[CH:18][C:17]([N:20]3[CH2:25][CH2:24][CH2:23][C@H:22]([CH2:26][C:27]([O:29]C)=[O:28])[CH2:21]3)=[CH:16][CH:15]=2)=[C:12]2[C:7]([C:8]([C:31]([F:34])([F:33])[F:32])=[CH:9][CH:10]=[CH:11]2)=[N:6]1.[OH-].[Na+]. (5) Given the product [OH:9][CH:6]1[CH2:7][CH2:8][CH:3]([N:2]2[C:19](=[O:20])[C:18]3[C:17](=[CH:24][CH:23]=[CH:22][CH:21]=3)[C:16]2=[O:25])[CH2:4][CH2:5]1, predict the reactants needed to synthesize it. The reactants are: Cl.[NH2:2][CH:3]1[CH2:8][CH2:7][CH:6]([OH:9])[CH2:5][CH2:4]1.C(N1[C:19](=[O:20])[C:18]2=[CH:21][CH:22]=[CH:23][CH:24]=[C:17]2[C:16]1=[O:25])(OCC)=O.C([O-])([O-])=O.[Na+].[Na+].